Dataset: Peptide-MHC class II binding affinity with 134,281 pairs from IEDB. Task: Regression. Given a peptide amino acid sequence and an MHC pseudo amino acid sequence, predict their binding affinity value. This is MHC class II binding data. (1) The peptide sequence is SFTKGNIKSSFLSQEY. The MHC is H-2-IAb with pseudo-sequence H-2-IAb. The binding affinity (normalized) is 0.347. (2) The peptide sequence is GAFLVRNGKKLIPSW. The MHC is DRB4_0103 with pseudo-sequence DRB4_0103. The binding affinity (normalized) is 0.898. (3) The peptide sequence is LLIQGHFDQKLGSYE. The MHC is DRB1_0101 with pseudo-sequence DRB1_0101. The binding affinity (normalized) is 0.572. (4) The peptide sequence is IKSDKPLKGPFNFRF. The MHC is DRB1_0101 with pseudo-sequence DRB1_0101. The binding affinity (normalized) is 0.399. (5) The peptide sequence is YDKFLANVSTVRTGK. The MHC is DRB1_0401 with pseudo-sequence DRB1_0401. The binding affinity (normalized) is 0.608. (6) The peptide sequence is MAGAGPAPMLAAAAG. The MHC is HLA-DQA10101-DQB10501 with pseudo-sequence HLA-DQA10101-DQB10501. The binding affinity (normalized) is 0.0352.